From a dataset of Forward reaction prediction with 1.9M reactions from USPTO patents (1976-2016). Predict the product of the given reaction. Given the reactants [C:1]([O:5][C:6]([N:8]1[CH2:13][CH2:12][CH:11]([O:14][C:15]2[CH:20]=[CH:19][C:18]([N+:21]([O-])=O)=[C:17]([CH3:24])[CH:16]=2)[CH2:10][CH2:9]1)=[O:7])([CH3:4])([CH3:3])[CH3:2], predict the reaction product. The product is: [C:1]([O:5][C:6]([N:8]1[CH2:13][CH2:12][CH:11]([O:14][C:15]2[CH:20]=[CH:19][C:18]([NH2:21])=[C:17]([CH3:24])[CH:16]=2)[CH2:10][CH2:9]1)=[O:7])([CH3:4])([CH3:3])[CH3:2].